Dataset: Forward reaction prediction with 1.9M reactions from USPTO patents (1976-2016). Task: Predict the product of the given reaction. (1) Given the reactants [C:1]([O:4][CH:5]([CH3:18])[C:6](=[O:17])[C:7]1[CH2:11][CH2:10][CH2:9][C:8]=1N1CCCC1)(=[O:3])[CH3:2].C(O)(=[O:21])C, predict the reaction product. The product is: [C:1]([O:4][CH:5]([CH3:18])[C:6](=[O:17])[CH:7]1[CH2:11][CH2:10][CH2:9][C:8]1=[O:21])(=[O:3])[CH3:2]. (2) Given the reactants Cl.Cl.[NH2:3][CH2:4][CH2:5][N:6]1[C:14]2[C:13]([NH:15][C:16]3[CH:21]=[CH:20][C:19]([O:22][C:23]4[C:28]5[CH:29]=[N:30][S:31][C:27]=5[CH:26]=[CH:25][CH:24]=4)=[C:18]([Cl:32])[CH:17]=3)=[N:12][CH:11]=[N:10][C:9]=2[CH:8]=[CH:7]1.[CH3:33][C:34]([S:39]([CH3:42])(=[O:41])=[O:40])([CH3:38])[C:35](O)=[O:36].ON1C2C=CC=CC=2N=N1.Cl.C(N=C=NCCCN(C)C)C, predict the reaction product. The product is: [S:31]1[C:27]2[CH:26]=[CH:25][CH:24]=[C:23]([O:22][C:19]3[CH:20]=[CH:21][C:16]([NH:15][C:13]4[C:14]5[N:6]([CH2:5][CH2:4][NH:3][C:35](=[O:36])[C:34]([CH3:38])([S:39]([CH3:42])(=[O:41])=[O:40])[CH3:33])[CH:7]=[CH:8][C:9]=5[N:10]=[CH:11][N:12]=4)=[CH:17][C:18]=3[Cl:32])[C:28]=2[CH:29]=[N:30]1. (3) Given the reactants [NH2:1][C:2]1[C:11]2[N:10]=[CH:9][C:8]([CH2:12][CH2:13][C:14]3[CH:31]=[CH:30][C:17]([O:18][CH2:19][CH2:20][CH2:21][P:22](=[O:29])([O:26]CC)[O:23]CC)=[CH:16][C:15]=3[CH3:32])=[CH:7][C:6]=2[C:5]2[CH:33]=[CH:34][C:35]([CH3:37])=[CH:36][C:4]=2[N:3]=1.C(O)(C(F)(F)F)=O, predict the reaction product. The product is: [NH2:1][C:2]1[C:11]2[N:10]=[CH:9][C:8]([CH2:12][CH2:13][C:14]3[CH:31]=[CH:30][C:17]([O:18][CH2:19][CH2:20][CH2:21][P:22](=[O:23])([OH:26])[OH:29])=[CH:16][C:15]=3[CH3:32])=[CH:7][C:6]=2[C:5]2[CH:33]=[CH:34][C:35]([CH3:37])=[CH:36][C:4]=2[N:3]=1. (4) The product is: [CH2:17]([N:8]([CH2:1][C:2]1[CH:3]=[CH:4][CH:5]=[CH:6][CH:7]=1)[C@H:9]1[CH2:10][CH2:11][C@H:12]([CH:15]([NH:16][C:31](=[O:30])[CH3:32])[CH3:44])[CH2:13][CH2:14]1)[C:18]1[CH:23]=[CH:22][CH:21]=[CH:20][CH:19]=1. Given the reactants [CH2:1]([N:8]([CH2:17][C:18]1[CH:23]=[CH:22][CH:21]=[CH:20][CH:19]=1)[C@H:9]1[CH2:14][CH2:13][C@H:12]([C:15]#[N:16])[CH2:11][CH2:10]1)[C:2]1[CH:7]=[CH:6][CH:5]=[CH:4][CH:3]=1.C[Mg]Cl.[BH4-].[Na+].C[O:30][CH2:31][CH2:32]OCCOCCOCCOC.[C:44](OC(=O)C)(=O)C, predict the reaction product. (5) Given the reactants [NH2:1][C:2]1[C:3]([C:9]([OH:11])=O)=[N:4][C:5]([Br:8])=[CH:6][N:7]=1.CN(C)C=O.[F:17][C:18]1[CH:19]=[C:20]([CH:23]=[CH:24][C:25]=1[F:26])[CH2:21][NH2:22].C(N(CC)C(C)C)(C)C, predict the reaction product. The product is: [NH2:1][C:2]1[C:3]([C:9]([NH:22][CH2:21][C:20]2[CH:23]=[CH:24][C:25]([F:26])=[C:18]([F:17])[CH:19]=2)=[O:11])=[N:4][C:5]([Br:8])=[CH:6][N:7]=1. (6) Given the reactants Cl.CN(C)CCCN=C=NCC.[F:13][C:14]1[C:15]([C:20]([OH:22])=O)=[N:16][CH:17]=[CH:18][CH:19]=1.[NH2:23][C:24]1[N:29]=[C:28]([N:30]([CH3:38])[C:31]2[CH:36]=[CH:35][CH:34]=[C:33](C)[CH:32]=2)[N:27]=[C:26]([C:39]([NH:41]O)=[NH:40])[N:25]=1, predict the reaction product. The product is: [F:13][C:14]1[C:15]([C:20]2[O:22][N:41]=[C:39]([C:26]3[N:27]=[C:28]([N:30]([CH3:38])[C:31]4[CH:36]=[CH:35][CH:34]=[CH:33][CH:32]=4)[N:29]=[C:24]([NH2:23])[N:25]=3)[N:40]=2)=[N:16][CH:17]=[CH:18][CH:19]=1. (7) Given the reactants [C:1]([O:5][C:6](=[O:33])[CH2:7][NH:8][CH2:9][C:10]1[CH:15]=[CH:14][C:13]([C:16]2[CH:17]=[N:18][C:19]([CH2:22][C:23]3[CH:28]=[CH:27][C:26]([O:29][CH2:30][CH2:31]Cl)=[CH:25][CH:24]=3)=[N:20][CH:21]=2)=[CH:12][CH:11]=1)([CH3:4])([CH3:3])[CH3:2].[I-].[Na+].[O:36]1[CH2:40][CH2:39][CH2:38][CH:37]1[C:41]([N:43]1[CH2:48][CH2:47][NH:46][CH2:45][CH2:44]1)=[O:42], predict the reaction product. The product is: [C:1]([O:5][C:6](=[O:33])[CH2:7][NH:8][CH2:9][C:10]1[CH:15]=[CH:14][C:13]([C:16]2[CH:17]=[N:18][C:19]([CH2:22][C:23]3[CH:28]=[CH:27][C:26]([O:29][CH2:30][CH2:31][N:46]4[CH2:47][CH2:48][N:43]([C:41]([CH:37]5[CH2:38][CH2:39][CH2:40][O:36]5)=[O:42])[CH2:44][CH2:45]4)=[CH:25][CH:24]=3)=[N:20][CH:21]=2)=[CH:12][CH:11]=1)([CH3:4])([CH3:3])[CH3:2]. (8) Given the reactants [C:1]([O:5][C:6]([N:8]1[C:13](=[O:14])[CH2:12][CH:11]([CH3:15])[C:10]([C:16]2[CH:21]=[CH:20][C:19]([O:22][CH2:23][CH2:24][O:25][Si](C(C)(C)C)(C3C=CC=CC=3)C3C=CC=CC=3)=[CH:18][CH:17]=2)=[N:9]1)=[O:7])([CH3:4])([CH3:3])[CH3:2].[F-].C([N+](CCCC)(CCCC)CCCC)CCC.O, predict the reaction product. The product is: [C:1]([O:5][C:6]([N:8]1[C:13](=[O:14])[CH2:12][CH:11]([CH3:15])[C:10]([C:16]2[CH:21]=[CH:20][C:19]([O:22][CH2:23][CH2:24][OH:25])=[CH:18][CH:17]=2)=[N:9]1)=[O:7])([CH3:4])([CH3:3])[CH3:2]. (9) Given the reactants Br[C:2]1[N:6]2[CH:7]=[CH:8][C:9]([C:12]([F:15])([F:14])[F:13])=[C:10]([F:11])[C:5]2=[N:4][CH:3]=1.[F:16][C:17]1[CH:22]=[CH:21][C:20](B2OC(C)(C)C(C)(C)O2)=[CH:19][C:18]=1[C:32]1[CH:37]=[CH:36][C:35]([F:38])=[CH:34][C:33]=1[S:39]([CH3:42])(=[O:41])=[O:40], predict the reaction product. The product is: [F:16][C:17]1[CH:22]=[CH:21][C:20]([C:2]2[N:6]3[CH:7]=[CH:8][C:9]([C:12]([F:15])([F:14])[F:13])=[C:10]([F:11])[C:5]3=[N:4][CH:3]=2)=[CH:19][C:18]=1[C:32]1[CH:37]=[CH:36][C:35]([F:38])=[CH:34][C:33]=1[S:39]([CH3:42])(=[O:41])=[O:40]. (10) The product is: [Cl:1][C:2]1[CH:10]=[C:9]2[C:5]([CH2:6][CH:7]([CH2:12][CH2:27][F:28])[C:8]2=[O:11])=[CH:4][C:3]=1[O:17][CH3:18]. Given the reactants [Cl:1][C:2]1[CH:10]=[C:9]2[C:5]([CH2:6][CH:7]([C:12](OCC)=O)[C:8]2=[O:11])=[CH:4][C:3]=1[O:17][CH3:18].C([O-])([O-])=O.[K+].[K+].BrC[CH2:27][F:28].[OH-].[Na+], predict the reaction product.